From a dataset of Full USPTO retrosynthesis dataset with 1.9M reactions from patents (1976-2016). Predict the reactants needed to synthesize the given product. (1) Given the product [C:2]([O:7][CH2:6][CH3:5])(=[O:3])[CH:1]=[CH:45][CH2:44][CH2:43][CH2:42][CH2:41][CH2:40][CH2:39][CH2:38][CH2:37][CH2:36][CH2:35][CH3:34], predict the reactants needed to synthesize it. The reactants are: [CH3:1][CH2:2][O-:3].[Na+].[CH3:5][CH2:6][OH:7].[Br-].C(OC(C[P+](C1C=CC=CC=1)(C1C=CC=CC=1)C1C=CC=CC=1)=O)C.[CH3:34][CH2:35][CH2:36][CH2:37][CH2:38][CH2:39][CH2:40][CH2:41][CH2:42][CH2:43][CH2:44][CH:45]=O. (2) Given the product [C:35]([C:37]1[CH:38]=[C:39]([S:44]([N:47]([CH2:53][C:54]2[CH:59]=[CH:58][C:57]([O:60][CH3:61])=[CH:56][C:55]=2[O:62][CH3:63])[C:48]2[S:52][N:51]=[CH:50][N:49]=2)(=[O:46])=[O:45])[CH:40]=[CH:41][C:42]=1[S:22][C:2]1[CH:7]=[CH:6][C:5]([C:8]([F:11])([F:10])[F:9])=[CH:4][C:3]=1[C:12]1[CH:17]=[CH:16][N:15]=[N:14][CH:13]=1)#[N:36], predict the reactants needed to synthesize it. The reactants are: Cl[C:2]1[CH:7]=[CH:6][C:5]([C:8]([F:11])([F:10])[F:9])=[CH:4][C:3]=1[C:12]1[CH:17]=[CH:16][N:15]=[N:14][CH:13]=1.C([Si](C(C)C)(C(C)C)[SH:22])(C)C.C(=O)([O-])[O-].[K+].[K+].[C:35]([C:37]1[CH:38]=[C:39]([S:44]([N:47]([CH2:53][C:54]2[CH:59]=[CH:58][C:57]([O:60][CH3:61])=[CH:56][C:55]=2[O:62][CH3:63])[C:48]2[S:52][N:51]=[CH:50][N:49]=2)(=[O:46])=[O:45])[CH:40]=[CH:41][C:42]=1F)#[N:36].